From a dataset of Full USPTO retrosynthesis dataset with 1.9M reactions from patents (1976-2016). Predict the reactants needed to synthesize the given product. (1) Given the product [CH3:1][O:2][C:3]([C@@H:5]1[CH2:9][C@@H:8]([S:10]([C:13]2[CH:18]=[CH:17][CH:16]=[CH:15][C:14]=2[C:19]([F:22])([F:20])[F:21])(=[O:11])=[O:12])[CH2:7][N:6]1[C:23]1[CH:28]=[CH:27][CH:26]=[CH:25][CH:24]=1)=[O:4], predict the reactants needed to synthesize it. The reactants are: [CH3:1][O:2][C:3]([C@@H:5]1[CH2:9][C@@H:8]([S:10]([C:13]2[CH:18]=[CH:17][CH:16]=[CH:15][C:14]=2[C:19]([F:22])([F:21])[F:20])(=[O:12])=[O:11])[CH2:7][NH:6]1)=[O:4].[C:23]1(B(O)O)[CH:28]=[CH:27][CH:26]=[CH:25][CH:24]=1.C(N(CC)CC)C. (2) Given the product [NH2:7][C@@H:8]([CH2:28][C:29]1[CH:30]=[CH:31][CH:32]=[CH:33][CH:34]=1)[CH2:9][NH:10][C:11]1[C:12]2[S:26][CH:25]=[C:24]([C:39]#[C:38][CH2:37][CH2:36][OH:40])[C:13]=2[N:14]=[C:15]([C:17]2[CH:22]=[CH:21][N:20]=[CH:19][C:18]=2[F:23])[N:16]=1, predict the reactants needed to synthesize it. The reactants are: C(OC(=O)[NH:7][C@@H:8]([CH2:28][C:29]1[CH:34]=[CH:33][CH:32]=[CH:31][CH:30]=1)[CH2:9][NH:10][C:11]1[C:12]2[S:26][CH:25]=[C:24](Br)[C:13]=2[N:14]=[C:15]([C:17]2[CH:22]=[CH:21][N:20]=[CH:19][C:18]=2[F:23])[N:16]=1)(C)(C)C.[CH2:36]([OH:40])[CH2:37][C:38]#[CH:39].C1(P(C2C=CC=CC=2)C2C=CC=CC=2)C=CC=CC=1.C(NCC)C.